This data is from Catalyst prediction with 721,799 reactions and 888 catalyst types from USPTO. The task is: Predict which catalyst facilitates the given reaction. (1) Reactant: [C:1]([C:3]1[CH:4]=[C:5]([C:16]2[CH:21]=[CH:20][N:19]=[C:18]3[NH:22][C:23]([C:25]([O:27]CC)=[O:26])=[CH:24][C:17]=23)[CH:6]=[CH:7][C:8]=1[O:9][CH:10]1[CH2:15][CH2:14][O:13][CH2:12][CH2:11]1)#[N:2].[OH-].[Li+]. Product: [C:1]([C:3]1[CH:4]=[C:5]([C:16]2[CH:21]=[CH:20][N:19]=[C:18]3[NH:22][C:23]([C:25]([OH:27])=[O:26])=[CH:24][C:17]=23)[CH:6]=[CH:7][C:8]=1[O:9][CH:10]1[CH2:15][CH2:14][O:13][CH2:12][CH2:11]1)#[N:2]. The catalyst class is: 199. (2) Reactant: C([O:8][N:9]1[C:14]2[N:15]=[CH:16][N:17]=[C:18]([CH3:19])[C:13]=2[C:12]([OH:20])=[C:11]([C:21]2[CH:26]=[CH:25][CH:24]=[CH:23][CH:22]=2)[C:10]1=[O:27])C1C=CC=CC=1.[H][H]. Product: [OH:20][C:12]1[C:13]2[C:18]([CH3:19])=[N:17][CH:16]=[N:15][C:14]=2[N:9]([OH:8])[C:10](=[O:27])[C:11]=1[C:21]1[CH:22]=[CH:23][CH:24]=[CH:25][CH:26]=1. The catalyst class is: 352.